Dataset: Forward reaction prediction with 1.9M reactions from USPTO patents (1976-2016). Task: Predict the product of the given reaction. (1) The product is: [N:23]1[CH:24]=[CH:25][C:20]([C:19]2[NH:18][C:4]([CH2:5][CH2:6][N:7]3[C:15](=[O:16])[C:14]4[C:9](=[CH:10][CH:11]=[CH:12][CH:13]=4)[C:8]3=[O:17])=[N:28][N:27]=2)=[CH:21][CH:22]=1. Given the reactants I.CS[C:4](=[NH:18])[CH2:5][CH2:6][N:7]1[C:15](=[O:16])[C:14]2[C:9](=[CH:10][CH:11]=[CH:12][CH:13]=2)[C:8]1=[O:17].[C:19]([NH:27][NH2:28])(=O)[C:20]1[CH:25]=[CH:24][N:23]=[CH:22][CH:21]=1.C(=O)([O-])[O-].[Na+].[Na+].C(O)(=O)C, predict the reaction product. (2) Given the reactants [NH:1]1[C:9]2[C:4](=[CH:5][CH:6]=[C:7]([CH2:10][C:11]([N:13]([CH3:28])[CH2:14][C:15]#[C:16][C:17]3[CH:22]=[CH:21][C:20]([O:23][C:24]([F:27])([F:26])[F:25])=[CH:19][CH:18]=3)=[O:12])[CH:8]=2)[CH:3]=[CH:2]1.[CH2:29]([O:31][C:32](=[O:35])[CH2:33]Br)[CH3:30].C(=O)([O-])[O-].[Cs+].[Cs+].[I-].[K+], predict the reaction product. The product is: [CH2:29]([O:31][C:32](=[O:35])[CH2:33][N:1]1[C:9]2[C:4](=[CH:5][CH:6]=[C:7]([CH2:10][C:11](=[O:12])[N:13]([CH3:28])[CH2:14][C:15]#[C:16][C:17]3[CH:22]=[CH:21][C:20]([O:23][C:24]([F:25])([F:26])[F:27])=[CH:19][CH:18]=3)[CH:8]=2)[CH:3]=[CH:2]1)[CH3:30].